This data is from Full USPTO retrosynthesis dataset with 1.9M reactions from patents (1976-2016). The task is: Predict the reactants needed to synthesize the given product. (1) Given the product [CH2:1]([C@H:8]1[CH2:12][O:11][C:10](=[O:13])[N:9]1[C:14](=[O:38])[CH2:15][CH:16]1[C:20]2=[C:21]([S:30][C:31]3[CH:36]=[CH:35][C:34]([Cl:37])=[CH:33][CH:32]=3)[C:22]3[C:23]([C:60]4[N:59]([CH3:58])[CH:63]=[CH:62][CH:61]=4)=[CH:24][C:25]([F:28])=[CH:26][C:27]=3[N:19]2[CH2:18][CH2:17]1)[C:2]1[CH:7]=[CH:6][CH:5]=[CH:4][CH:3]=1, predict the reactants needed to synthesize it. The reactants are: [CH2:1]([C@H:8]1[CH2:12][O:11][C:10](=[O:13])[N:9]1[C:14](=[O:38])[CH2:15][CH:16]1[C:20]2=[C:21]([S:30][C:31]3[CH:36]=[CH:35][C:34]([Cl:37])=[CH:33][CH:32]=3)[C:22]3[C:23](Br)=[CH:24][C:25]([F:28])=[CH:26][C:27]=3[N:19]2[CH2:18][CH2:17]1)[C:2]1[CH:7]=[CH:6][CH:5]=[CH:4][CH:3]=1.C1([As](C2C=CC=CC=2)C2C=CC=CC=2)C=CC=CC=1.[CH3:58][N:59]1[CH:63]=[CH:62][CH:61]=[C:60]1[Sn](CCCC)(CCCC)CCCC. (2) Given the product [CH2:7]([S:14]([Cl:2])(=[O:17])=[O:15])[CH2:8][CH2:9][CH2:10][CH2:11][CH2:12][CH3:13], predict the reactants needed to synthesize it. The reactants are: P(Cl)(Cl)(Cl)(Cl)[Cl:2].[CH2:7]([S:14]([OH:17])(=O)=[O:15])[CH2:8][CH2:9][CH2:10][CH2:11][CH2:12][CH3:13].[Na]. (3) Given the product [C:24]([CH2:23][N:16]1[CH2:15][CH2:14][CH2:13][NH:12][CH2:11][CH2:10][N:9]([CH2:8][C:1]([O:3][C:4]([CH3:6])([CH3:5])[CH3:7])=[O:2])[CH2:22][CH2:21][CH2:20][N:19]([CH2:39][CH2:38][C:37]2[CH:36]=[CH:35][C:34]([N+:31]([O-:33])=[O:32])=[CH:42][CH:41]=2)[CH2:18][CH2:17]1)([O:26][C:27]([CH3:30])([CH3:29])[CH3:28])=[O:25], predict the reactants needed to synthesize it. The reactants are: [C:1]([CH2:8][N:9]1[CH2:22][CH2:21][CH2:20][NH:19][CH2:18][CH2:17][N:16]([CH2:23][C:24]([O:26][C:27]([CH3:30])([CH3:29])[CH3:28])=[O:25])[CH2:15][CH2:14][CH2:13][NH:12][CH2:11][CH2:10]1)([O:3][C:4]([CH3:7])([CH3:6])[CH3:5])=[O:2].[N+:31]([C:34]1[CH:42]=[CH:41][C:37]([CH2:38][CH2:39]Br)=[CH:36][CH:35]=1)([O-:33])=[O:32].C([O-])([O-])=O.[K+].[K+]. (4) Given the product [C:5]([C:9]1[CH:17]=[CH:16][C:12]([C:13]([O:18][CH2:2][Cl:4])=[O:14])=[CH:11][CH:10]=1)([CH3:8])([CH3:7])[CH3:6], predict the reactants needed to synthesize it. The reactants are: Cl[CH:2]([Cl:4])C.[C:5]([C:9]1[CH:17]=[CH:16][C:12]([C:13](Cl)=[O:14])=[CH:11][CH:10]=1)([CH3:8])([CH3:7])[CH3:6].[O:18]1CCCOO1. (5) Given the product [CH3:36][O:35][CH2:34][CH2:33][O:32][CH2:31][CH2:30][O:29][CH2:28][CH2:27][O:26][CH2:25][CH2:24][O:23][CH2:22][CH2:21][O:20][CH2:19][CH2:18][O:17][CH2:16][CH2:15][O:14][CH2:13][CH2:12][O:11][CH2:10][CH2:9][OH:8], predict the reactants needed to synthesize it. The reactants are: C1(C[O:8][CH2:9][CH2:10][O:11][CH2:12][CH2:13][O:14][CH2:15][CH2:16][O:17][CH2:18][CH2:19][O:20][CH2:21][CH2:22][O:23][CH2:24][CH2:25][O:26][CH2:27][CH2:28][O:29][CH2:30][CH2:31][O:32][CH2:33][CH2:34][O:35][CH3:36])C=CC=CC=1.